Dataset: Reaction yield outcomes from USPTO patents with 853,638 reactions. Task: Predict the reaction yield, written as a fraction of the theoretical maximum amount of product (1.0 means a 100% yield; for example, 0.34 means a 34% yield). (1) The reactants are [Br:1][C:2]1[S:6][C:5]([C:7]([S:10]([CH2:13]CC(OC)=O)(=[O:12])=[O:11])([CH3:9])[CH3:8])=[N:4][CH:3]=1.C[O-].[Na+].CI. The catalyst is C1COCC1.CS(C)=O.O. The product is [Br:1][C:2]1[S:6][C:5]([C:7]([S:10]([CH3:13])(=[O:11])=[O:12])([CH3:9])[CH3:8])=[N:4][CH:3]=1. The yield is 0.930. (2) The reactants are [Cl-].C[N+](C)=CS(Cl)(=O)=O.[Cl:10][C:11]1[CH:19]=[CH:18][C:14]([C:15]([OH:17])=O)=[CH:13][N:12]=1.[CH2:20]([C:24]1[CH:33]=[CH:32][C:27]([C:28]([NH:30][NH2:31])=O)=[CH:26][CH:25]=1)[CH:21]([CH3:23])[CH3:22].C(N(CC)CC)C. The catalyst is ClCCl. The product is [Cl:10][C:11]1[CH:19]=[CH:18][C:14]([C:15]2[O:17][C:28]([C:27]3[CH:32]=[CH:33][C:24]([CH2:20][CH:21]([CH3:23])[CH3:22])=[CH:25][CH:26]=3)=[N:30][N:31]=2)=[CH:13][N:12]=1. The yield is 0.820. (3) The reactants are [Br:1][C:2]1[CH:3]=[C:4]([S:19](Cl)(=[O:21])=[O:20])[C:5]([C:8]2[C:9]([S:15](Cl)(=[O:17])=[O:16])=[CH:10][C:11]([Br:14])=[CH:12][CH:13]=2)=[CH:6][CH:7]=1.[Cl-].[Al+3].[Cl-].[Cl-].[CH:27]1[CH:32]=[CH:31][CH:30]=[CH:29][CH:28]=1.Cl. The catalyst is [N+](C)([O-])=O. The product is [C:27]1([S:19]([C:4]2[CH:3]=[C:2]([Br:1])[CH:7]=[CH:6][C:5]=2[C:8]2[CH:13]=[CH:12][C:11]([Br:14])=[CH:10][C:9]=2[S:15]([C:2]2[CH:3]=[CH:4][CH:5]=[CH:6][CH:7]=2)(=[O:17])=[O:16])(=[O:21])=[O:20])[CH:32]=[CH:31][CH:30]=[CH:29][CH:28]=1. The yield is 0.740. (4) The reactants are [CH2:1]([C:4]1[CH:13]=[CH:12][C:7]([C:8]([O:10][CH3:11])=[O:9])=[CH:6][C:5]=1[S:14]([N:17]1[CH2:23][CH2:22][CH2:21][CH:20]([O:24][CH2:25][C:26]2[CH:31]=[CH:30][CH:29]=[CH:28][CH:27]=2)[CH2:19][CH2:18]1)(=[O:16])=[O:15])[CH:2]=C.[O-:32]S([O-])(=S)=O.[Na+].[Na+].[BH3-]C#N.[Na+]. The catalyst is C1COCC1.O.O=[Os](=O)(=O)=O. The product is [CH2:25]([O:24][CH:20]1[CH2:21][CH2:22][CH2:23][N:17]([S:14]([C:5]2[CH:6]=[C:7]([CH:12]=[CH:13][C:4]=2[CH2:1][CH2:2][OH:32])[C:8]([O:10][CH3:11])=[O:9])(=[O:15])=[O:16])[CH2:18][CH2:19]1)[C:26]1[CH:31]=[CH:30][CH:29]=[CH:28][CH:27]=1. The yield is 0.539. (5) The product is [Cl:1][C:2]1[CH:3]=[C:4]([CH2:9][N:10]2[C:14]([CH3:15])=[C:13]([C:16]([OH:18])=[O:17])[N:12]=[N:11]2)[CH:5]=[CH:6][C:7]=1[Cl:8]. The reactants are [Cl:1][C:2]1[CH:3]=[C:4]([CH2:9][N:10]2[C:14]([CH3:15])=[C:13]([C:16]([O:18]C)=[O:17])[N:12]=[N:11]2)[CH:5]=[CH:6][C:7]=1[Cl:8].[OH-].[Na+].O. The catalyst is CO. The yield is 0.840. (6) The yield is 0.820. The product is [CH3:1][O:2][C:3]1[C:10]([C:11]2[S:12][CH:13]=[CH:14][CH:15]=2)=[CH:9][C:6](/[CH:7]=[CH:28]/[C:27]([C:30]2[CH:38]=[CH:37][C:33]([C:34]([OH:36])=[O:35])=[CH:32][CH:31]=2)=[O:29])=[C:5]([O:16][CH2:17][CH2:18][O:19][CH2:20][CH2:21][O:22][CH2:23][CH2:24][O:25][CH3:26])[CH:4]=1. The reactants are [CH3:1][O:2][C:3]1[C:10]([C:11]2[S:12][CH:13]=[CH:14][CH:15]=2)=[CH:9][C:6]([CH:7]=O)=[C:5]([O:16][CH2:17][CH2:18][O:19][CH2:20][CH2:21][O:22][CH2:23][CH2:24][O:25][CH3:26])[CH:4]=1.[C:27]([C:30]1[CH:38]=[CH:37][C:33]([C:34]([OH:36])=[O:35])=[CH:32][CH:31]=1)(=[O:29])[CH3:28]. No catalyst specified. (7) The reactants are [Br:1][C:2]1[CH:3]=[C:4]([CH:26]=[CH:27][CH:28]=1)[CH2:5][N:6]1[C:14]2[C:13](=[O:15])[N:12]([CH3:16])[C:11](=[O:17])[N:10]([CH3:18])[C:9]=2[N:8]=[C:7]1[CH2:19][CH2:20][C:21](OCC)=[O:22].[BH4-].[Na+].CO. The catalyst is C1COCC1. The product is [Br:1][C:2]1[CH:3]=[C:4]([CH:26]=[CH:27][CH:28]=1)[CH2:5][N:6]1[C:14]2[C:13](=[O:15])[N:12]([CH3:16])[C:11](=[O:17])[N:10]([CH3:18])[C:9]=2[N:8]=[C:7]1[CH2:19][CH2:20][CH2:21][OH:22]. The yield is 0.751. (8) The reactants are [CH2:1](Br)[C:2]([C:4]1[CH:9]=[CH:8][CH:7]=[CH:6][CH:5]=1)=[O:3].[C:11]([CH2:13][C:14]([O:16][CH3:17])=[O:15])#[N:12].CCN(C(C)C)C(C)C.Cl. The catalyst is C1COCC1. The product is [C:11]([CH:13]([CH2:1][C:2](=[O:3])[C:4]1[CH:9]=[CH:8][CH:7]=[CH:6][CH:5]=1)[C:14]([O:16][CH3:17])=[O:15])#[N:12]. The yield is 0.970. (9) The reactants are [CH2:1]([O:3][C:4](=[O:32])[CH2:5][N:6]([C@@H:20]1[CH2:26][CH2:25][CH2:24][CH2:23][CH:22](OS(C)(=O)=O)[CH2:21]1)[S:7]([C:10]1[CH:19]=[CH:18][C:17]2[C:12](=[CH:13][CH:14]=[CH:15][CH:16]=2)[CH:11]=1)(=[O:9])=[O:8])[CH3:2].C(=O)([O-])[O-].[Cs+].[Cs+].[I-].[Li+]. The catalyst is CN(C)C=O.O. The product is [CH2:1]([O:3][C:4]([CH:5]1[C@H:22]2[CH2:21][CH:20]([CH2:26][CH2:25][CH2:24][CH2:23]2)[N:6]1[S:7]([C:10]1[CH:19]=[CH:18][C:17]2[C:12](=[CH:13][CH:14]=[CH:15][CH:16]=2)[CH:11]=1)(=[O:9])=[O:8])=[O:32])[CH3:2]. The yield is 0.770. (10) The reactants are FC(F)(F)C1C=C(NC(=O)NC2C=CC(C3SC(CCC(O)=O)=NC=3)=CC=2)C=CC=1.[Cl:31][C:32]1[CH:37]=[CH:36][CH:35]=[CH:34][C:33]=1[NH:38][C:39](=[O:62])[NH:40][C:41]1[CH:46]=[CH:45][C:44]([C:47]2[O:51][C:50]([CH:52]3[CH2:57][CH2:56][CH:55]([C:58]([O:60]C)=[O:59])[CH2:54][CH2:53]3)=[N:49][CH:48]=2)=[CH:43][CH:42]=1. The yield is 0.730. The product is [Cl:31][C:32]1[CH:37]=[CH:36][CH:35]=[CH:34][C:33]=1[NH:38][C:39](=[O:62])[NH:40][C:41]1[CH:42]=[CH:43][C:44]([C:47]2[O:51][C:50]([CH:52]3[CH2:53][CH2:54][CH:55]([C:58]([OH:60])=[O:59])[CH2:56][CH2:57]3)=[N:49][CH:48]=2)=[CH:45][CH:46]=1. No catalyst specified.